This data is from Full USPTO retrosynthesis dataset with 1.9M reactions from patents (1976-2016). The task is: Predict the reactants needed to synthesize the given product. (1) Given the product [ClH:39].[O:38]=[S:2]1(=[O:1])[CH2:7][CH2:6][CH:5]([NH:8][C@@H:16]2[CH2:18][C@H:17]2[C:19]2[CH:24]=[CH:23][C:22]([C:25]([NH:26][C:27]3[CH:32]=[CH:31][CH:30]=[C:29]([C:33]([F:34])([F:35])[F:36])[CH:28]=3)=[O:37])=[CH:21][CH:20]=2)[CH2:4][CH2:3]1, predict the reactants needed to synthesize it. The reactants are: [O:1]=[S:2]1(=[O:38])[CH2:7][CH2:6][CH:5]([N:8]([C@@H:16]2[CH2:18][C@H:17]2[C:19]2[CH:24]=[CH:23][C:22]([C:25](=[O:37])[NH:26][C:27]3[CH:32]=[CH:31][CH:30]=[C:29]([C:33]([F:36])([F:35])[F:34])[CH:28]=3)=[CH:21][CH:20]=2)C(=O)OC(C)(C)C)[CH2:4][CH2:3]1.[ClH:39].C(OCC)(=O)C. (2) Given the product [CH3:1][CH:2]1[NH:3][CH:4]([CH3:44])[CH2:5][N:6]([CH2:8][C:9]2[CH:14]=[CH:13][C:12]([C:15]([NH:16][C@H:17]3[C@H:22]4[C@@H:18]3[O:19][C:20]3[CH:26]=[CH:25][C:24]([O:27][C:28]5[C:37]6[CH2:36][CH2:35][C:34](=[O:38])[NH:33][C:32]=6[N:31]=[CH:30][CH:29]=5)=[CH:23][C:21]=34)=[O:39])=[CH:11][C:10]=2[C:40]([F:42])([F:43])[F:41])[CH2:7]1, predict the reactants needed to synthesize it. The reactants are: [CH3:1][CH:2]1[CH2:7][N:6]([CH2:8][C:9]2[CH:14]=[CH:13][C:12]([C:15](=[O:39])[NH:16][C@H:17]3[C@H:22]4[C@@H:18]3[O:19][C:20]3[CH:26]=[CH:25][C:24]([O:27][C:28]5[C:37]6[CH2:36][CH2:35][C:34](=[O:38])[NH:33][C:32]=6[N:31]=[CH:30][CH:29]=5)=[CH:23][C:21]=34)=[CH:11][C:10]=2[C:40]([F:43])([F:42])[F:41])[CH2:5][CH:4]([CH3:44])[N:3]1C(OC(C)(C)C)=O.Cl.CC(=O)OCC. (3) Given the product [S:2]([OH:5])([OH:4])(=[O:3])=[O:1].[CH2:6]([NH:9][C:10]1[N:15]=[C:14]([NH:16][CH2:17][CH2:18][CH3:19])[N:13]=[C:12]([N:20]([CH3:23])[O:21][CH3:22])[N:11]=1)[CH2:7][CH3:8], predict the reactants needed to synthesize it. The reactants are: [OH:1][S:2]([OH:5])(=[O:4])=[O:3].[CH2:6]([NH:9][C:10]1[N:15]=[C:14]([NH:16][CH2:17][CH2:18][CH3:19])[N:13]=[C:12]([N:20]([CH3:23])[O:21][CH3:22])[N:11]=1)[CH2:7][CH3:8]. (4) Given the product [Br:1][C:2]1[CH:3]=[N:4][C:5]2[N:6]([N:8]=[C:9]([C:11]([N:26]3[CH2:25][CH2:24][N:23]4[C:19]([C:15]5[S:14][CH:18]=[CH:17][CH:16]=5)=[N:20][N:21]=[C:22]4[CH2:27]3)=[O:13])[CH:10]=2)[CH:7]=1, predict the reactants needed to synthesize it. The reactants are: [Br:1][C:2]1[CH:3]=[N:4][C:5]2[N:6]([N:8]=[C:9]([C:11]([OH:13])=O)[CH:10]=2)[CH:7]=1.[S:14]1[CH:18]=[CH:17][CH:16]=[C:15]1[C:19]1[N:23]2[CH2:24][CH2:25][NH:26][CH2:27][C:22]2=[N:21][N:20]=1. (5) Given the product [CH3:1][O:2][C:3]1[CH:4]=[C:5]([S:11]([N:17]2[CH:21]=[CH:20][C:19]([CH:22]=[O:23])=[CH:18]2)(=[O:13])=[O:12])[CH:6]=[CH:7][C:8]=1[O:9][CH3:10], predict the reactants needed to synthesize it. The reactants are: [CH3:1][O:2][C:3]1[CH:4]=[C:5]([S:11](Cl)(=[O:13])=[O:12])[CH:6]=[CH:7][C:8]=1[O:9][CH3:10].[OH-].[Na+].[NH:17]1[CH:21]=[CH:20][C:19]([CH:22]=[O:23])=[CH:18]1.C([O-])(O)=O.[Na+]. (6) The reactants are: [N+:1]([C:4]1[CH:5]=[CH:6][C:7](OS(C(F)(F)F)(=O)=O)=[C:8]([CH:13]=1)[C:9]([O:11][CH3:12])=[O:10])([O-:3])=[O:2].[Cl-].[Li+].C(=O)([O-])[O-].[Na+].[Na+].[C:30]1([CH3:39])[CH:35]=[CH:34][C:33](B(O)O)=[CH:32][CH:31]=1. Given the product [CH3:39][C:30]1[CH:35]=[CH:34][C:33]([C:7]2[C:8]([C:9]([O:11][CH3:12])=[O:10])=[CH:13][C:4]([N+:1]([O-:3])=[O:2])=[CH:5][CH:6]=2)=[CH:32][CH:31]=1, predict the reactants needed to synthesize it. (7) The reactants are: [NH2:1][C:2]1[CH:7]=[CH:6][CH:5]=[CH:4][CH:3]=1.N1C=CC=CC=1.[C:14](Cl)(=[O:24])[CH2:15][CH2:16][CH2:17][CH2:18][CH2:19][CH2:20][CH2:21][CH2:22][CH3:23].Cl. Given the product [C:2]1([NH:1][C:14](=[O:24])[CH2:15][CH2:16][CH2:17][CH2:18][CH2:19][CH2:20][CH2:21][CH2:22][CH3:23])[CH:7]=[CH:6][CH:5]=[CH:4][CH:3]=1, predict the reactants needed to synthesize it. (8) Given the product [F:20][CH:19]([F:21])[CH2:18][CH:9]([OH:8])[CH2:10][C:11]1[CH:16]=[CH:15][CH:14]=[CH:13][C:12]=1[CH3:17], predict the reactants needed to synthesize it. The reactants are: C([O:8][CH:9]([CH2:18][CH:19]([F:21])[F:20])[CH2:10][C:11]1[CH:16]=[CH:15][CH:14]=[CH:13][C:12]=1[CH3:17])C1C=CC=CC=1. (9) Given the product [F:1][C:2]1[CH:24]=[CH:23][C:5]([CH:6]2[CH:7]3[C:8]([C:9]4[CH:10]=[CH:11][C:12]([C:17]([OH:19])=[O:18])=[CH:13][C:14]=4[CH2:15][CH2:16]3)=[N:26][N:25]2[C:27]2[CH:28]=[C:29]3[C:34](=[CH:35][CH:36]=2)[C:33](=[O:37])[NH:32][CH2:31][CH2:30]3)=[CH:4][CH:3]=1, predict the reactants needed to synthesize it. The reactants are: [F:1][C:2]1[CH:24]=[CH:23][C:5]([CH:6]=[C:7]2[CH2:16][CH2:15][C:14]3[CH:13]=[C:12]([C:17]([O:19]CC)=[O:18])[CH:11]=[CH:10][C:9]=3[C:8]2=O)=[CH:4][CH:3]=1.[NH:25]([C:27]1[CH:28]=[C:29]2[C:34](=[CH:35][CH:36]=1)[C:33](=[O:37])[NH:32][CH2:31][CH2:30]2)[NH2:26].C(O)C.[O-]CC.[Na+].